From a dataset of Experimentally validated miRNA-target interactions with 360,000+ pairs, plus equal number of negative samples. Binary Classification. Given a miRNA mature sequence and a target amino acid sequence, predict their likelihood of interaction. (1) Result: 1 (interaction). The protein sequence of the target gene is MGLAWGLGVLFLMHVCGTNRIPESGGDNSVFDIFELTGAARKGSGRRLVKGPDPSSPAFRIEDANLIPPVPDDKFQDLVDAVRAEKGFLLLASLRQMKKTRGTLLALERKDHSGQVFSVVSNGKAGTLDLSLTVQGKQHVVSVEEALLATGQWKSITLFVQEDRAQLYIDCEKMENAELDVPIQSVFTRDLASIARLRIAKGGVNDNFQGVLQNVRFVFGTTPEDILRNKGCSSSTSVLLTLDNNVVNGSSPAIRTNYIGHKTKDLQAICGISCDELSSMVLELRGLRTIVTTLQDSIRK.... The miRNA is hsa-miR-4450 with sequence UGGGGAUUUGGAGAAGUGGUGA. (2) The miRNA is hsa-miR-1206 with sequence UGUUCAUGUAGAUGUUUAAGC. The protein sequence of the target gene is MGIFCSVIKFENLQDLRRLCHWGPIIALGVIAICSTMAMIDSVLWYWPLHTTGGSVNFIMLINWTVMILYNYFNAMFAGPGFVPRGWKPEKSQDSMYLQYCKVCQAYKAPRSHHCRKCNRCVMKMDHHCPWINNCCGHQNHASFTLFLLLAPLGCTHAAFIFVMTMYTQLYNRLSFGWNTVKIDMSAARRDPPPIVPFGLAAFAATLFALGLALGTTIAVGMLFFIQIKIILRNKTSIESWIEEKAKDRIQYYQLDEVFIFPYDMGSKWKNFKQVFTWSGVPEGDGLEWPIREGCDQYSL.... Result: 0 (no interaction). (3) The protein sequence of the target gene is MLMPKKNRIAIYELLFKEGVMVAKKDVHMPKHPELADKNVPNLHVMKAMQSLKSRGYVKEQFAWRHFYWYLTNEGIQYLRDYLHLPPEIVPATLRRSRPETGRPRPKGLEGERPARLTRGEADRDTYRRSAVPPGADKKAEAGAGSATEFQFRGGFGRGRGQPPQ. Result: 1 (interaction). The miRNA is hsa-miR-193b-3p with sequence AACUGGCCCUCAAAGUCCCGCU.